From a dataset of CYP1A2 inhibition data for predicting drug metabolism from PubChem BioAssay. Regression/Classification. Given a drug SMILES string, predict its absorption, distribution, metabolism, or excretion properties. Task type varies by dataset: regression for continuous measurements (e.g., permeability, clearance, half-life) or binary classification for categorical outcomes (e.g., BBB penetration, CYP inhibition). Dataset: cyp1a2_veith. The drug is Cn1c(=O)c2c(nc(Cc3ccccc3)n2CC(=O)O)n(C)c1=O. The result is 0 (non-inhibitor).